This data is from Reaction yield outcomes from USPTO patents with 853,638 reactions. The task is: Predict the reaction yield, written as a fraction of the theoretical maximum amount of product (1.0 means a 100% yield; for example, 0.34 means a 34% yield). (1) The reactants are [CH3:1][S-:2].[Na+].C([O:6][C:7](=[O:29])[C:8]1[CH:13]=[CH:12][CH:11]=[C:10]([C:14]2[CH2:18][CH2:17][CH2:16][C:15]=2[C:19]2[CH:24]=[C:23](SC)[CH:22]=[CH:21][C:20]=2[O:27]C)[CH:9]=1)C.C([O:32]CC)C.[OH2:35]. The catalyst is CN(C)C=O. The product is [CH3:1][S:2]([C:23]1[CH:22]=[CH:21][C:20]([OH:27])=[C:19]([C:15]2[CH2:16][CH2:17][CH2:18][C:14]=2[C:10]2[CH:9]=[C:8]([CH:13]=[CH:12][CH:11]=2)[C:7]([OH:6])=[O:29])[CH:24]=1)(=[O:32])=[O:35]. The yield is 0.680. (2) The reactants are Cl[C:2]1[N:7]=[C:6]([NH:8][C:9]2[CH:14]=[CH:13][C:12]([O:15][CH2:16][CH3:17])=[CH:11][CH:10]=2)[C:5]([F:18])=[CH:4][N:3]=1.C(N(C(C)C)C(C)C)C.[CH2:28]1[CH2:38][O:37][C:36]2[CH:35]=[CH:34][C:32]([NH2:33])=[CH:31][C:30]=2[O:29]1. The catalyst is C(O)CO. The product is [CH2:16]([O:15][C:12]1[CH:13]=[CH:14][C:9]([NH:8][C:6]2[C:5]([F:18])=[CH:4][N:3]=[C:2]([NH:33][C:32]3[CH:34]=[CH:35][C:36]4[O:37][CH2:38][CH2:28][O:29][C:30]=4[CH:31]=3)[N:7]=2)=[CH:10][CH:11]=1)[CH3:17]. The yield is 0.600. (3) The reactants are [Br:1][C:2]1[CH:7]=[C:6]([NH:8][CH3:9])[C:5]([NH2:10])=[CH:4][CH:3]=1.[CH:11](O)=O. No catalyst specified. The product is [Br:1][C:2]1[CH:3]=[CH:4][C:5]2[N:10]=[CH:9][N:8]([CH3:11])[C:6]=2[CH:7]=1. The yield is 0.860. (4) The reactants are [Cl:1][C:2]1[CH:9]=[CH:8][C:5]([NH:6][OH:7])=[CH:4][CH:3]=1.[N:10]([C:13]1[N:18]=[C:17]([O:19][CH2:20][C:21]([F:24])([F:23])[F:22])[CH:16]=[C:15]([O:25][CH2:26][C:27]([F:30])([F:29])[F:28])[N:14]=1)=[C:11]=[O:12]. The catalyst is C1COCC1. The product is [F:24][C:21]([F:22])([F:23])[CH2:20][O:19][C:17]1[CH:16]=[C:15]([O:25][CH2:26][C:27]([F:28])([F:29])[F:30])[N:14]=[C:13]([NH:10][C:11](=[O:12])[N:6]([C:5]2[CH:8]=[CH:9][C:2]([Cl:1])=[CH:3][CH:4]=2)[OH:7])[N:18]=1. The yield is 0.360. (5) The reactants are [OH-:1].[Na+].[NH2:3]O.C[O:6][C:7]([C:9]1[CH:17]=[C:16]2[C:12]([CH:13]=[CH:14][N:15]2[CH2:18][CH:19]2[CH2:24][CH2:23][CH2:22][CH2:21][CH2:20]2)=[CH:11][CH:10]=1)=O. The catalyst is C1COCC1.CO.O. The product is [OH:1][NH:3][C:7]([C:9]1[CH:17]=[C:16]2[C:12]([CH:13]=[CH:14][N:15]2[CH2:18][CH:19]2[CH2:24][CH2:23][CH2:22][CH2:21][CH2:20]2)=[CH:11][CH:10]=1)=[O:6]. The yield is 0.840.